From a dataset of Full USPTO retrosynthesis dataset with 1.9M reactions from patents (1976-2016). Predict the reactants needed to synthesize the given product. Given the product [CH3:8][O:9][C:10]([C:12]1[C:2]([CH3:1])=[N:3][S:4][C:13]=1[C:14]([O:16][CH3:17])=[O:15])=[O:11], predict the reactants needed to synthesize it. The reactants are: [CH3:1][C:2]1OC(=O)[S:4][N:3]=1.[CH3:8][O:9][C:10]([C:12]#[C:13][C:14]([O:16][CH3:17])=[O:15])=[O:11].